From a dataset of Forward reaction prediction with 1.9M reactions from USPTO patents (1976-2016). Predict the product of the given reaction. (1) Given the reactants [Br:1][C:2]1[CH:3]=[C:4]2[C:9](=[CH:10][CH:11]=1)[CH2:8][C:7](=O)[CH2:6][CH2:5]2.Cl.[NH2:14][OH:15].CC([O-])=O.[Na+], predict the reaction product. The product is: [Br:1][C:2]1[CH:3]=[C:4]2[C:9](=[CH:10][CH:11]=1)[CH2:8][C:7](=[N:14][OH:15])[CH2:6][CH2:5]2. (2) Given the reactants [CH3:1][C:2]1[CH:7]=[CH:6][C:5]([NH:8][S:9]([C:12]2[CH:17]=[CH:16][C:15]([O:18][CH3:19])=[C:14]([O:20][CH3:21])[CH:13]=2)(=[O:11])=[O:10])=[C:4]([CH:22]([C:24]2[CH:29]=[CH:28][CH:27]=[CH:26][C:25]=2[Cl:30])O)[CH:3]=1.[H-].[Na+].Br[CH2:34][C:35]([NH2:37])=[O:36].O, predict the reaction product. The product is: [Cl:30][C:25]1[CH:26]=[CH:27][CH:28]=[CH:29][C:24]=1[CH2:22][C:4]1[CH:3]=[C:2]([CH3:1])[CH:7]=[CH:6][C:5]=1[N:8]([S:9]([C:12]1[CH:17]=[CH:16][C:15]([O:18][CH3:19])=[C:14]([O:20][CH3:21])[CH:13]=1)(=[O:10])=[O:11])[CH2:34][C:35]([NH2:37])=[O:36]. (3) Given the reactants [NH:1]1[CH2:6][CH2:5][CH:4]([N:7]2[C@@H:16]3[C@H:11]([CH2:12][CH2:13][CH2:14][CH2:15]3)[O:10][CH2:9][C:8]2=[O:17])[CH2:3][CH2:2]1.O=[C:19]1[CH2:24][CH2:23][N:22]([C:25]([O:27][CH2:28][CH3:29])=[O:26])[CH2:21][CH2:20]1.C(N(CC)CC)C.C(O[BH-](OC(=O)C)OC(=O)C)(=O)C.[Na+].C([O-])(O)=O.[Na+], predict the reaction product. The product is: [O:17]=[C:8]1[N:7]([CH:4]2[CH2:5][CH2:6][N:1]([CH:19]3[CH2:24][CH2:23][N:22]([C:25]([O:27][CH2:28][CH3:29])=[O:26])[CH2:21][CH2:20]3)[CH2:2][CH2:3]2)[C@@H:16]2[C@H:11]([CH2:12][CH2:13][CH2:14][CH2:15]2)[O:10][CH2:9]1. (4) Given the reactants Br[C:2]1[O:6][C:5]([N:7]2[CH2:11][C@:10]3([CH:16]4[CH2:17][CH2:18][N:13]([CH2:14][CH2:15]4)[CH2:12]3)[O:9][C:8]2=[O:19])=[CH:4][CH:3]=1.[N:20]1[CH:25]=[CH:24][CH:23]=[C:22](B(O)O)[CH:21]=1, predict the reaction product. The product is: [N:20]1[CH:25]=[CH:24][CH:23]=[C:22]([C:2]2[O:6][C:5]([N:7]3[CH2:11][C@:10]4([CH:16]5[CH2:17][CH2:18][N:13]([CH2:14][CH2:15]5)[CH2:12]4)[O:9][C:8]3=[O:19])=[CH:4][CH:3]=2)[CH:21]=1. (5) Given the reactants [CH2:1]([N:8]1[C:14](=[O:15])[C:13]2[CH:16]=[CH:17][N+:18]([O-])=[CH:19][C:12]=2[O:11][CH2:10][CH2:9]1)[C:2]1[CH:7]=[CH:6][CH:5]=[CH:4][CH:3]=1.O.P(Cl)(Cl)([Cl:24])=O, predict the reaction product. The product is: [CH2:1]([N:8]1[C:14](=[O:15])[C:13]2[CH:16]=[CH:17][N:18]=[C:19]([Cl:24])[C:12]=2[O:11][CH2:10][CH2:9]1)[C:2]1[CH:7]=[CH:6][CH:5]=[CH:4][CH:3]=1.